From a dataset of NCI-60 drug combinations with 297,098 pairs across 59 cell lines. Regression. Given two drug SMILES strings and cell line genomic features, predict the synergy score measuring deviation from expected non-interaction effect. (1) Drug 1: CC1C(C(CC(O1)OC2CC(CC3=C2C(=C4C(=C3O)C(=O)C5=C(C4=O)C(=CC=C5)OC)O)(C(=O)CO)O)N)O.Cl. Drug 2: CC1CCCC2(C(O2)CC(NC(=O)CC(C(C(=O)C(C1O)C)(C)C)O)C(=CC3=CSC(=N3)C)C)C. Cell line: A498. Synergy scores: CSS=35.9, Synergy_ZIP=2.33, Synergy_Bliss=1.53, Synergy_Loewe=-15.8, Synergy_HSA=2.31. (2) Drug 1: CC1=CC=C(C=C1)C2=CC(=NN2C3=CC=C(C=C3)S(=O)(=O)N)C(F)(F)F. Drug 2: CCC1(C2=C(COC1=O)C(=O)N3CC4=CC5=C(C=CC(=C5CN(C)C)O)N=C4C3=C2)O.Cl. Cell line: A549. Synergy scores: CSS=16.7, Synergy_ZIP=-0.473, Synergy_Bliss=0.373, Synergy_Loewe=-34.8, Synergy_HSA=0.164. (3) Drug 2: CCN(CC)CCNC(=O)C1=C(NC(=C1C)C=C2C3=C(C=CC(=C3)F)NC2=O)C. Synergy scores: CSS=32.7, Synergy_ZIP=10.1, Synergy_Bliss=6.70, Synergy_Loewe=-12.4, Synergy_HSA=5.32. Cell line: DU-145. Drug 1: COC1=CC(=CC(=C1O)OC)C2C3C(COC3=O)C(C4=CC5=C(C=C24)OCO5)OC6C(C(C7C(O6)COC(O7)C8=CC=CS8)O)O. (4) Drug 1: C1=CC(=CC=C1CC(C(=O)O)N)N(CCCl)CCCl.Cl. Drug 2: C1CCC(C(C1)N)N.C(=O)(C(=O)[O-])[O-].[Pt+4]. Cell line: HCT-15. Synergy scores: CSS=18.1, Synergy_ZIP=-4.63, Synergy_Bliss=-4.25, Synergy_Loewe=-9.13, Synergy_HSA=-6.87.